Predict the product of the given reaction. From a dataset of Forward reaction prediction with 1.9M reactions from USPTO patents (1976-2016). (1) Given the reactants [Cl-].[F:2][C:3]1[CH:8]=[CH:7][C:6]([N:9]2[CH2:14][CH2:13][N:12]([S:15]([CH2:18][CH:19]([CH2:22][C:23]3[CH:28]=[CH:27][CH:26]=[CH:25][CH:24]=3)[CH2:20][OH:21])(=[O:17])=[O:16])[CH2:11][CH2:10]2)=[CH:5][CH:4]=1.C(N(CC)CC)C, predict the reaction product. The product is: [F:2][C:3]1[CH:8]=[CH:7][C:6]([N:9]2[CH2:14][CH2:13][N:12]([S:15]([CH2:18][CH:19]([CH2:22][C:23]3[CH:24]=[CH:25][CH:26]=[CH:27][CH:28]=3)[CH2:20][O:21][S:15]([CH3:18])(=[O:17])=[O:16])(=[O:17])=[O:16])[CH2:11][CH2:10]2)=[CH:5][CH:4]=1. (2) Given the reactants [OH:1][CH2:2][C@H:3]([CH3:23])[O:4][C:5]1[CH:6]=[C:7]([OH:22])[CH:8]=[C:9]([C:11]2[NH:12][C:13]([C:16]3[O:17][C@@H:18]([CH3:21])[CH2:19][N:20]=3)=[CH:14][CH:15]=2)[CH:10]=1.F[C:25]1[CH:30]=[CH:29][C:28]([S:31]([N:34]2[CH2:39][CH2:38][N:37]([CH3:40])[CH2:36][CH2:35]2)(=[O:33])=[O:32])=[CH:27][CH:26]=1.C(=O)([O-])[O-].[K+].[K+].O, predict the reaction product. The product is: [CH3:21][C@@H:18]1[O:17][C:16]([C:13]2[NH:12][C:11]([C:9]3[CH:10]=[C:5]([CH:6]=[C:7]([O:22][C:25]4[CH:30]=[CH:29][C:28]([S:31]([N:34]5[CH2:39][CH2:38][N:37]([CH3:40])[CH2:36][CH2:35]5)(=[O:32])=[O:33])=[CH:27][CH:26]=4)[CH:8]=3)[O:4][C@@H:3]([CH3:23])[CH2:2][OH:1])=[CH:15][CH:14]=2)=[N:20][CH2:19]1. (3) Given the reactants Cl[C:2]1[CH:11]=[N:10][C:9]2[C:4](=[CH:5][C:6]([O:12][CH3:13])=[CH:7][CH:8]=2)[N:3]=1.C(O[C:19](=O)[NH:20][CH:21]1[CH2:26][CH2:25][N:24]([CH2:27][CH2:28][OH:29])[CH2:23][CH2:22]1)(C)(C)C.[O:31]=[C:32]1[NH:37][C:36]2[CH:38]=[C:39](C=O)[CH:40]=[CH:41][C:35]=2[S:34][CH2:33]1, predict the reaction product. The product is: [CH3:13][O:12][C:6]1[CH:5]=[C:4]2[C:9]([N:10]=[CH:11][C:2]([O:29][CH2:28][CH2:27][N:24]3[CH2:23][CH2:22][CH:21]([NH:20][CH2:19][C:39]4[CH:40]=[CH:41][C:35]5[S:34][CH2:33][C:32](=[O:31])[NH:37][C:36]=5[CH:38]=4)[CH2:26][CH2:25]3)=[N:3]2)=[CH:8][CH:7]=1. (4) Given the reactants Cl[C:2]1[N:3]=[C:4]([N:23]2[CH2:28][CH2:27][O:26][CH2:25][CH2:24]2)[C:5]2[S:10][C:9]([C:11]([C:13]3[CH:18]=[CH:17][C:16]([S:19]([CH3:22])(=[O:21])=[O:20])=[CH:15][CH:14]=3)=[O:12])=[CH:8][C:6]=2[N:7]=1.[NH2:29][C:30]1[N:35]=[CH:34][C:33](B(O)O)=[CH:32][N:31]=1, predict the reaction product. The product is: [NH2:29][C:30]1[N:35]=[CH:34][C:33]([C:2]2[N:3]=[C:4]([N:23]3[CH2:28][CH2:27][O:26][CH2:25][CH2:24]3)[C:5]3[S:10][C:9]([C:11]([C:13]4[CH:18]=[CH:17][C:16]([S:19]([CH3:22])(=[O:21])=[O:20])=[CH:15][CH:14]=4)=[O:12])=[CH:8][C:6]=3[N:7]=2)=[CH:32][N:31]=1.